This data is from Forward reaction prediction with 1.9M reactions from USPTO patents (1976-2016). The task is: Predict the product of the given reaction. (1) Given the reactants [F:1][C:2]([F:17])([F:16])[C:3]1[CH:4]=[C:5]([CH:9]2[CH2:14][CH2:13][CH2:12][CH2:11][C:10]2=[O:15])[CH:6]=[CH:7][CH:8]=1.C(O[CH:23](N(C)C)[N:24]([CH3:26])[CH3:25])(C)(C)C, predict the reaction product. The product is: [CH3:23][N:24]([CH3:26])[CH:25]=[C:11]1[C:10](=[O:15])[CH:9]([C:5]2[CH:6]=[CH:7][CH:8]=[C:3]([C:2]([F:16])([F:17])[F:1])[CH:4]=2)[CH2:14][CH2:13][CH2:12]1. (2) Given the reactants Br[C:2]1[CH:11]=[CH:10][CH:9]=[CH:8][C:3]=1[NH:4][C:5](=[O:7])[CH3:6].[CH3:12][C:13]([CH3:17])([CH3:16])[C:14]#[CH:15].O, predict the reaction product. The product is: [CH3:12][C:13]([CH3:17])([CH3:16])[C:14]#[C:15][C:2]1[CH:11]=[CH:10][CH:9]=[CH:8][C:3]=1[NH:4][C:5](=[O:7])[CH3:6]. (3) Given the reactants [Cl:1][C:2]1[CH:7]=[C:6]([Cl:8])[CH:5]=[CH:4][C:3]=1[C@H:9]1[C@H:14]([NH2:15])[CH2:13][CH:12]=[CH:11][CH2:10]1, predict the reaction product. The product is: [Cl:1][C:2]1[CH:7]=[C:6]([Cl:8])[CH:5]=[CH:4][C:3]=1[C@H:9]1[C@H:14]([NH2:15])[CH2:13][CH2:12][CH2:11][CH2:10]1. (4) Given the reactants [H-].[Al+3].[Li+].[H-].[H-].[H-].[CH3:7][C:8]1[C:16]([O:17][C@@H:18]2[CH2:23][CH2:22][C@H:21]([NH:24][C:25](=O)[CH2:26][CH3:27])[CH2:20][CH2:19]2)=[CH:15][C:14]([CH3:29])=[C:13]2[C:9]=1[CH:10]=[N:11][NH:12]2, predict the reaction product. The product is: [CH3:7][C:8]1[C:16]([O:17][C@@H:18]2[CH2:23][CH2:22][C@H:21]([NH:24][CH2:25][CH2:26][CH3:27])[CH2:20][CH2:19]2)=[CH:15][C:14]([CH3:29])=[C:13]2[C:9]=1[CH:10]=[N:11][NH:12]2. (5) Given the reactants [C:1]([O:5][CH3:6])(=[O:4])[CH2:2][OH:3].[H-].[Na+].Cl[C:10]1([C:21]2[CH:26]=[CH:25][CH:24]=[CH:23][C:22]=2[O:27][CH3:28])[C:18]2[C:13](=[CH:14][CH:15]=[C:16]([Cl:19])[CH:17]=2)[NH:12][C:11]1=[O:20].CCOC(C)=O, predict the reaction product. The product is: [Cl:19][C:16]1[CH:17]=[C:18]2[C:13](=[CH:14][CH:15]=1)[NH:12][C:11](=[O:20])[C:10]2([O:3][CH2:2][C:1]([O:5][CH3:6])=[O:4])[C:21]1[CH:26]=[CH:25][CH:24]=[CH:23][C:22]=1[O:27][CH3:28]. (6) Given the reactants [CH3:1][O:2][C:3]1[CH:4]=[C:5]([C:9]2[CH:18]=[C:17]3[C:12]([CH:13]=[C:14]([C:20]4[CH:21]=[N:22][CH:23]=[CH:24][CH:25]=4)[N:15]=[C:16]3O)=[CH:11][CH:10]=2)[CH:6]=[CH:7][CH:8]=1.C1(P(Cl)([Cl:34])=O)C=CC=CC=1, predict the reaction product. The product is: [Cl:34][C:16]1[C:17]2[C:12](=[CH:11][CH:10]=[C:9]([C:5]3[CH:6]=[CH:7][CH:8]=[C:3]([O:2][CH3:1])[CH:4]=3)[CH:18]=2)[CH:13]=[C:14]([C:20]2[CH:21]=[N:22][CH:23]=[CH:24][CH:25]=2)[N:15]=1. (7) Given the reactants [Br:1][C:2]1[CH:3]=[N:4][C:5]([N:8]2[CH2:13][CH2:12][C:11]([OH:19])([C:14]([O:16][CH2:17][CH3:18])=[O:15])[CH2:10][CH2:9]2)=[N:6][CH:7]=1.[H-].[Na+].[CH2:22](I)[CH3:23].CCCCCC, predict the reaction product. The product is: [Br:1][C:2]1[CH:3]=[N:4][C:5]([N:8]2[CH2:9][CH2:10][C:11]([O:19][CH2:22][CH3:23])([C:14]([O:16][CH2:17][CH3:18])=[O:15])[CH2:12][CH2:13]2)=[N:6][CH:7]=1.